From a dataset of Forward reaction prediction with 1.9M reactions from USPTO patents (1976-2016). Predict the product of the given reaction. (1) Given the reactants [CH2:1]([O:5][CH2:6][CH2:7][O:8][C:9]1[CH:14]=[CH:13][C:12]([C:15]2[CH:16]=[CH:17][C:18]3[N:24]([CH2:25][CH:26]([CH3:28])[CH3:27])[CH2:23][CH2:22][C:21]([C:29]([NH:31][C:32]4[CH:37]=[CH:36][C:35]([S:38][CH2:39][CH2:40][S:41][C:42]5[N:43]([CH3:47])[CH:44]=[CH:45][N:46]=5)=[CH:34][CH:33]=4)=[O:30])=[CH:20][C:19]=3[CH:48]=2)=[CH:11][CH:10]=1)[CH2:2][CH2:3][CH3:4].ClC1C=CC=C(C(OO)=[O:57])C=1.S([O-])([O-])(=O)=S.[Na+].[Na+], predict the reaction product. The product is: [CH2:1]([O:5][CH2:6][CH2:7][O:8][C:9]1[CH:10]=[CH:11][C:12]([C:15]2[CH:16]=[CH:17][C:18]3[N:24]([CH2:25][CH:26]([CH3:27])[CH3:28])[CH2:23][CH2:22][C:21]([C:29]([NH:31][C:32]4[CH:33]=[CH:34][C:35]([S:38]([CH2:39][CH2:40][S:41][C:42]5[N:43]([CH3:47])[CH:44]=[CH:45][N:46]=5)=[O:57])=[CH:36][CH:37]=4)=[O:30])=[CH:20][C:19]=3[CH:48]=2)=[CH:13][CH:14]=1)[CH2:2][CH2:3][CH3:4]. (2) Given the reactants [Si]([O:8][CH:9]([C:33]1[CH:38]=[CH:37][C:36]([F:39])=[CH:35][CH:34]=1)[CH2:10][CH2:11][CH:12]1[C:15](=[O:16])[N:14]([C:17]2[CH:24]=[CH:23][C:20]([C:21]#[N:22])=[CH:19][CH:18]=2)[CH:13]1[C:25]1[CH:30]=[CH:29][C:28]([O:31][CH3:32])=[CH:27][CH:26]=1)(C(C)(C)C)(C)C.C(O)(=O)C.[F-].C([N+](CCCC)(CCCC)CCCC)CCC, predict the reaction product. The product is: [F:39][C:36]1[CH:35]=[CH:34][C:33]([CH:9]([OH:8])[CH2:10][CH2:11][CH:12]2[C:15](=[O:16])[N:14]([C:17]3[CH:24]=[CH:23][C:20]([C:21]#[N:22])=[CH:19][CH:18]=3)[CH:13]2[C:25]2[CH:26]=[CH:27][C:28]([O:31][CH3:32])=[CH:29][CH:30]=2)=[CH:38][CH:37]=1. (3) Given the reactants [Cl:1][C:2]1[CH:3]=[C:4]([CH:17]=[CH:18][CH:19]=1)[CH2:5][N:6]1[CH:11]=[CH:10][CH:9]=[C:8]([C:12]([O:14]C)=[O:13])[C:7]1=[O:16].[OH-].[Na+], predict the reaction product. The product is: [Cl:1][C:2]1[CH:3]=[C:4]([CH:17]=[CH:18][CH:19]=1)[CH2:5][N:6]1[CH:11]=[CH:10][CH:9]=[C:8]([C:12]([OH:14])=[O:13])[C:7]1=[O:16]. (4) The product is: [CH3:12][N:11]1[C:4]2[CH:3]=[C:2]([C:19]3[CH:20]=[CH:21][C:16]([C:15]([F:26])([F:25])[F:14])=[CH:17][CH:18]=3)[NH:7][C:6](=[O:8])[C:5]=2[CH:9]=[CH:10]1. Given the reactants Cl[C:2]1[NH:7][C:6](=[O:8])[C:5]2[CH:9]=[CH:10][N:11]([CH2:12]C)[C:4]=2[CH:3]=1.[F:14][C:15]([F:26])([F:25])[C:16]1[CH:21]=[CH:20][C:19](B(O)O)=[CH:18][CH:17]=1.C(=O)([O-])[O-].[Na+].[Na+], predict the reaction product. (5) Given the reactants [F:1][C:2]1[CH:3]=[C:4]([CH:7]=[CH:8][C:9]=1[C:10]1[S:11][C:12]2[C:17]([N:18]=1)=[CH:16][CH:15]=[C:14]([C:19]1([C:22]3[CH:27]=[CH:26][CH:25]=[CH:24][CH:23]=3)[CH2:21][CH2:20]1)[N:13]=2)[CH:5]=O.FC(F)(F)C(O)=O.[NH:35]1[CH2:38][CH:37]([CH2:39][C:40]([OH:42])=[O:41])[CH2:36]1, predict the reaction product. The product is: [F:1][C:2]1[CH:3]=[C:4]([CH:7]=[CH:8][C:9]=1[C:10]1[S:11][C:12]2[C:17]([N:18]=1)=[CH:16][CH:15]=[C:14]([C:19]1([C:22]3[CH:23]=[CH:24][CH:25]=[CH:26][CH:27]=3)[CH2:20][CH2:21]1)[N:13]=2)[CH2:5][N:35]1[CH2:38][CH:37]([CH2:39][C:40]([OH:42])=[O:41])[CH2:36]1. (6) The product is: [Cl:1][C:2]1[N:7]=[C:6]([C:8]([NH2:18])=[O:9])[C:5]([NH:13][CH:14]2[CH2:17][O:16][CH2:15]2)=[CH:4][N:3]=1. Given the reactants [Cl:1][C:2]1[N:7]=[C:6]([C:8](OCC)=[O:9])[C:5]([NH:13][CH:14]2[CH2:17][O:16][CH2:15]2)=[CH:4][N:3]=1.[NH3:18], predict the reaction product.